From a dataset of Reaction yield outcomes from USPTO patents with 853,638 reactions. Predict the reaction yield, written as a fraction of the theoretical maximum amount of product (1.0 means a 100% yield; for example, 0.34 means a 34% yield). The reactants are [C:1]([O:9][C@H:10]1[C@H:14]([CH2:15][O:16][C:17](=[O:24])[C:18]2[CH:23]=[CH:22][CH:21]=[CH:20][CH:19]=2)[O:13][C@H:12]([N:25]2[CH:32]=[CH:31][C:29](=[O:30])[NH:28][C:26]2=[O:27])[C@@H:11]1O)(=[O:8])[C:2]1[CH:7]=[CH:6][CH:5]=[CH:4][CH:3]=1.O(C(Cl)=S)C1C=CC=CC=1. The catalyst is ClCCCl.CN(C)C1C=CN=CC=1. The product is [C:1]([O:9][C@H:10]1[C@H:14]([CH2:15][O:16][C:17](=[O:24])[C:18]2[CH:23]=[CH:22][CH:21]=[CH:20][CH:19]=2)[O:13][C@H:12]([N:25]2[CH:32]=[CH:31][C:29](=[O:30])[NH:28][C:26]2=[O:27])[CH2:11]1)(=[O:8])[C:2]1[CH:3]=[CH:4][CH:5]=[CH:6][CH:7]=1. The yield is 0.560.